From a dataset of Reaction yield outcomes from USPTO patents with 853,638 reactions. Predict the reaction yield, written as a fraction of the theoretical maximum amount of product (1.0 means a 100% yield; for example, 0.34 means a 34% yield). (1) The reactants are [F:1][C:2]1[CH:3]=[C:4]2[C:8](=[CH:9][CH:10]=1)[NH:7][C:6](=[O:11])[CH2:5]2.C[Si]([N-][Si](C)(C)C)(C)C.[Li+].[N:22]1([CH2:28][CH2:29][C:30]2[N:35]=[C:34]3[CH2:36][O:37][C:38](=O)[C:33]3=[CH:32][CH:31]=2)[CH2:27][CH2:26][O:25][CH2:24][CH2:23]1.Cl. The catalyst is C1COCC1. The product is [F:1][C:2]1[CH:3]=[C:4]2[C:8](=[CH:9][CH:10]=1)[NH:7][C:6](=[O:11])[C:5]2=[C:38]1[C:33]2[C:34](=[N:35][C:30]([CH2:29][CH2:28][N:22]3[CH2:27][CH2:26][O:25][CH2:24][CH2:23]3)=[CH:31][CH:32]=2)[CH2:36][O:37]1. The yield is 0.270. (2) The reactants are [CH2:1]([O:3][C:4]1[CH:5]=[C:6]2[C:11](=[C:12]3[CH2:16][C:15]([CH3:18])([CH3:17])[O:14][C:13]=13)[C:10]([C:19]1[CH:28]=[CH:27][C:22]([C:23]([O:25]C)=[O:24])=[C:21]([NH:29][CH2:30][C:31]3[CH:36]=[CH:35][CH:34]=[CH:33][CH:32]=3)[CH:20]=1)=[N:9][C:8]([CH3:38])([CH3:37])[CH2:7]2)[CH3:2].[OH-].[Na+]. The catalyst is CO. The product is [CH2:1]([O:3][C:4]1[CH:5]=[C:6]2[C:11](=[C:12]3[CH2:16][C:15]([CH3:18])([CH3:17])[O:14][C:13]=13)[C:10]([C:19]1[CH:28]=[CH:27][C:22]([C:23]([OH:25])=[O:24])=[C:21]([NH:29][CH2:30][C:31]3[CH:36]=[CH:35][CH:34]=[CH:33][CH:32]=3)[CH:20]=1)=[N:9][C:8]([CH3:37])([CH3:38])[CH2:7]2)[CH3:2]. The yield is 0.280. (3) The reactants are [CH3:1][O:2][C:3]([C:5]1[CH:6]=[C:7]([C:11]#[C:12][C:13]([OH:15])=[O:14])[CH:8]=[CH:9][CH:10]=1)=[O:4].[Br:16][C:17]1[C:22]([CH3:23])=[CH:21][C:20](O)=[CH:19][C:18]=1[CH3:25].C1CCC(N=C=NC2CCCCC2)CC1. The catalyst is CN(C)C1C=CN=CC=1.ClCCl. The product is [Br:16][C:17]1[C:22]([CH3:23])=[CH:21][C:20]([O:14][C:13](=[O:15])[C:12]#[C:11][C:7]2[CH:6]=[C:5]([CH:10]=[CH:9][CH:8]=2)[C:3]([O:2][CH3:1])=[O:4])=[CH:19][C:18]=1[CH3:25]. The yield is 0.490. (4) The reactants are [Cl:1][C:2]1[CH:7]=[CH:6][C:5]([C:8]2[C:16]([C:17](=[N:21][OH:22])[CH:18]([CH3:20])[CH3:19])=[C:11]3[CH:12]=[CH:13][CH:14]=[CH:15][N:10]3[N:9]=2)=[CH:4][CH:3]=1.C[Si]([N:27]=[C:28]=[O:29])(C)C.N1C=CC=CC=1. The catalyst is C1COCC1. The product is [C:28]([O:22][N:21]=[C:17]([C:16]1[C:8]([C:5]2[CH:6]=[CH:7][C:2]([Cl:1])=[CH:3][CH:4]=2)=[N:9][N:10]2[CH:15]=[CH:14][CH:13]=[CH:12][C:11]=12)[CH:18]([CH3:19])[CH3:20])(=[O:29])[NH2:27]. The yield is 0.696. (5) The reactants are [OH:1][C:2]1[C:3]2[C:7]([CH:8]=[C:9]([C:11]([O:13][CH2:14][CH3:15])=[O:12])[CH:10]=1)=[N:6][N:5]([CH3:16])[CH:4]=2.F[C:18]1[CH:23]=[CH:22][C:21]([S:24]([N:27]([CH3:29])[CH3:28])(=[O:26])=[O:25])=[CH:20][CH:19]=1.C(=O)([O-])[O-].[Cs+].[Cs+]. The catalyst is CN(C)C=O. The product is [CH3:28][N:27]([CH3:29])[S:24]([C:21]1[CH:20]=[CH:19][C:18]([O:1][C:2]2[C:3]3[C:7]([CH:8]=[C:9]([C:11]([O:13][CH2:14][CH3:15])=[O:12])[CH:10]=2)=[N:6][N:5]([CH3:16])[CH:4]=3)=[CH:23][CH:22]=1)(=[O:25])=[O:26]. The yield is 0.530. (6) The reactants are Br[C:2]1[CH:3]=[C:4]([N:9]2[CH:13]=[CH:12][C:11]([C:14]3[CH:19]=[CH:18][CH:17]=[CH:16][N:15]=3)=[CH:10]2)[CH:5]=[C:6]([F:8])[CH:7]=1.C[C:21]1[CH:26]=[CH:25][N:24]=[CH:23][C:22]=1B(O)O.[C:30](=O)([O-])[O-].[K+].[K+].CO. The catalyst is C1(C)C=CC=CC=1.CCOC(C)=O.C1C=CC([P]([Pd]([P](C2C=CC=CC=2)(C2C=CC=CC=2)C2C=CC=CC=2)([P](C2C=CC=CC=2)(C2C=CC=CC=2)C2C=CC=CC=2)[P](C2C=CC=CC=2)(C2C=CC=CC=2)C2C=CC=CC=2)(C2C=CC=CC=2)C2C=CC=CC=2)=CC=1.CCCCCC. The product is [F:8][C:6]1[CH:7]=[C:2]([C:21]2[CH:26]=[CH:25][N:24]=[CH:23][C:22]=2[CH3:30])[CH:3]=[C:4]([N:9]2[CH:13]=[CH:12][C:11]([C:14]3[CH:19]=[CH:18][CH:17]=[CH:16][N:15]=3)=[CH:10]2)[CH:5]=1. The yield is 0.590. (7) The catalyst is CN(C=O)C. The reactants are [N:1]1[CH:6]=[CH:5][CH:4]=[CH:3][C:2]=1[C:7]([OH:9])=O.Cl.CN(C)CCCN=C=NCC.ON1C2C=CC=CC=2N=N1.[CH2:32]([C:34]1[C:39](=[O:40])[N:38]2[N:41]=[CH:42][C:43]([C:44]([NH:46][NH2:47])=[O:45])=[C:37]2[NH:36][C:35]=1[CH3:48])[CH3:33]. The yield is 0.180. The product is [CH2:32]([C:34]1[C:39](=[O:40])[N:38]2[N:41]=[CH:42][C:43]([C:44]([NH:46][NH:47][C:7](=[O:9])[C:2]3[CH:3]=[CH:4][CH:5]=[CH:6][N:1]=3)=[O:45])=[C:37]2[NH:36][C:35]=1[CH3:48])[CH3:33].